This data is from Forward reaction prediction with 1.9M reactions from USPTO patents (1976-2016). The task is: Predict the product of the given reaction. (1) Given the reactants Cl.Cl.[NH2:3][C@H:4]1[CH2:9][CH2:8][N:7]([CH2:10][C:11]2[CH:16]=[CH:15][CH:14]=[CH:13][CH:12]=2)[CH2:6][C@H:5]1[OH:17].[Cl:18][CH2:19][CH2:20][CH2:21][C:22](Cl)=[O:23], predict the reaction product. The product is: [Cl:18][CH2:19][CH2:20][CH2:21][C:22]([NH:3][C@H:4]1[CH2:9][CH2:8][N:7]([CH2:10][C:11]2[CH:12]=[CH:13][CH:14]=[CH:15][CH:16]=2)[CH2:6][C@H:5]1[OH:17])=[O:23]. (2) Given the reactants [CH3:1][NH:2][CH2:3][CH2:4][C:5]#[C:6][C:7]1[CH:12]=[CH:11][CH:10]=[CH:9][N:8]=1.[Cl:13][C:14]1[CH:19]=[CH:18][CH:17]=[CH:16][C:15]=1[S:20](Cl)(=[O:22])=[O:21], predict the reaction product. The product is: [Cl:13][C:14]1[CH:19]=[CH:18][CH:17]=[CH:16][C:15]=1[S:20]([N:2]([CH3:1])[CH2:3][CH2:4][C:5]#[C:6][C:7]1[CH:12]=[CH:11][CH:10]=[CH:9][N:8]=1)(=[O:22])=[O:21].[C:15]1([S:20]([NH2:2])(=[O:22])=[O:21])[CH:16]=[CH:17][CH:18]=[CH:19][CH:14]=1. (3) Given the reactants [F:1][C:2]1[CH:7]=[CH:6][C:5]([C:8]2[N:12]=[C:11]([NH2:13])[S:10][N:9]=2)=[CH:4][C:3]=1[C:14]([F:17])([F:16])[F:15].C[O:19][C:20](=O)[C:21]1[CH:26]=[CH:25][C:24]([NH:27][C:28]2[CH:33]=[C:32]([N:34]([CH3:36])[CH3:35])[N:31]=[CH:30][N:29]=2)=[CH:23][CH:22]=1, predict the reaction product. The product is: [CH3:35][N:34]([CH3:36])[C:32]1[N:31]=[CH:30][N:29]=[C:28]([NH:27][C:24]2[CH:25]=[CH:26][C:21]([C:20]([NH:13][C:11]3[S:10][N:9]=[C:8]([C:5]4[CH:6]=[CH:7][C:2]([F:1])=[C:3]([C:14]([F:15])([F:16])[F:17])[CH:4]=4)[N:12]=3)=[O:19])=[CH:22][CH:23]=2)[CH:33]=1. (4) Given the reactants Br[CH2:2][C:3]1[C:4](=[O:15])[NH:5][C:6]2[C:11]([CH:12]=1)=[CH:10][C:9]([Cl:13])=[CH:8][C:7]=2[OH:14].[NH2:16][C:17]1[CH:24]=[CH:23][C:20]([C:21]#[N:22])=[C:19]([O:25][CH3:26])[CH:18]=1.N1C(C)=CC=CC=1C.[Br-], predict the reaction product. The product is: [Cl:13][C:9]1[CH:10]=[C:11]2[C:6](=[C:7]([OH:14])[CH:8]=1)[NH:5][C:4](=[O:15])[C:3]([CH2:2][NH:16][C:17]1[CH:24]=[CH:23][C:20]([C:21]#[N:22])=[C:19]([O:25][CH3:26])[CH:18]=1)=[CH:12]2. (5) Given the reactants [F:1][C:2]1[CH:7]=[CH:6][C:5]([CH:8]([N:34]2[CH2:39][CH2:38][N:37]([CH:40]([CH3:42])[CH3:41])[CH2:36][CH2:35]2)[CH2:9][N:10]2[CH2:15][CH2:14][N:13]([CH2:16][CH2:17][CH2:18][C:19]([C:26](=O)[C:27]3[CH:32]=[CH:31][CH:30]=[CH:29][CH:28]=3)=[CH:20][N:21]3CCC[CH2:22]3)[CH2:12][CH2:11]2)=[CH:4][CH:3]=1.C([O-])=O.[NH4+].C([NH2:49])=O.C(=O)(O)[O-].[Na+], predict the reaction product. The product is: [F:1][C:2]1[CH:3]=[CH:4][C:5]([CH:8]([N:34]2[CH2:35][CH2:36][N:37]([CH:40]([CH3:41])[CH3:42])[CH2:38][CH2:39]2)[CH2:9][N:10]2[CH2:15][CH2:14][N:13]([CH2:16][CH2:17][CH2:18][C:19]3[C:26]([C:27]4[CH:28]=[CH:29][CH:30]=[CH:31][CH:32]=4)=[N:49][CH:22]=[N:21][CH:20]=3)[CH2:12][CH2:11]2)=[CH:6][CH:7]=1. (6) Given the reactants Br[CH2:2][C:3]1[C:15]([Cl:16])=[CH:14][C:6]([C:7]([NH:9][S:10]([CH3:13])(=[O:12])=[O:11])=[O:8])=[C:5]([F:17])[CH:4]=1.[CH:18]1[C:27]2[CH2:26][CH2:25][CH2:24][CH2:23][C:22]=2[CH:21]=[CH:20][C:19]=1[OH:28].C([O-])([O-])=O.[K+].[K+], predict the reaction product. The product is: [Cl:16][C:15]1[C:3]([CH2:2][O:28][C:19]2[CH:20]=[CH:21][C:22]3[CH2:23][CH2:24][CH2:25][CH2:26][C:27]=3[CH:18]=2)=[CH:4][C:5]([F:17])=[C:6]([CH:14]=1)[C:7]([NH:9][S:10]([CH3:13])(=[O:12])=[O:11])=[O:8].